From a dataset of Full USPTO retrosynthesis dataset with 1.9M reactions from patents (1976-2016). Predict the reactants needed to synthesize the given product. (1) Given the product [CH3:1][O:2][C:3]1[CH:4]=[C:5]([CH:26]=[CH:27][C:28]=1[N+:29]([O-:31])=[O:30])[C:6]([C:8]1[N:16]2[C:11]([CH:12]=[CH:13][CH:14]=[CH:15]2)=[C:10]([N:17]([CH3:36])[C:18](=[O:24])[O:19][C:20]([CH3:23])([CH3:21])[CH3:22])[C:9]=1[CH3:25])=[O:7], predict the reactants needed to synthesize it. The reactants are: [CH3:1][O:2][C:3]1[CH:4]=[C:5]([CH:26]=[CH:27][C:28]=1[N+:29]([O-:31])=[O:30])[C:6]([C:8]1[N:16]2[C:11]([CH:12]=[CH:13][CH:14]=[CH:15]2)=[C:10]([NH:17][C:18](=[O:24])[O:19][C:20]([CH3:23])([CH3:22])[CH3:21])[C:9]=1[CH3:25])=[O:7].[H-].[Na+].CI.[C:36](=O)(O)[O-].[Na+]. (2) Given the product [CH3:36][N:37]([CH3:44])[CH2:38]/[CH:39]=[CH:40]/[C:41]([NH:1][C@@H:2]([CH3:34])[C:3]([NH:5][C:6]1[CH:7]=[C:8]([NH:12][C:13]([C:15]2[C:16]([NH:30][CH2:31][CH2:32][CH3:33])=[N:17][C:18]([NH:21][CH2:22][CH2:23][C:24]3[CH:25]=[CH:26][N:27]=[CH:28][CH:29]=3)=[N:19][CH:20]=2)=[O:14])[CH:9]=[CH:10][CH:11]=1)=[O:4])=[O:42], predict the reactants needed to synthesize it. The reactants are: [NH2:1][C@@H:2]([CH3:34])[C:3]([NH:5][C:6]1[CH:7]=[C:8]([NH:12][C:13]([C:15]2[C:16]([NH:30][CH2:31][CH2:32][CH3:33])=[N:17][C:18]([NH:21][CH2:22][CH2:23][C:24]3[CH:29]=[CH:28][N:27]=[CH:26][CH:25]=3)=[N:19][CH:20]=2)=[O:14])[CH:9]=[CH:10][CH:11]=1)=[O:4].Cl.[CH3:36][N:37]([CH3:44])[CH2:38]/[CH:39]=[CH:40]/[C:41](O)=[O:42].Cl.C(N=C=NCCCN(C)C)C.C(=O)([O-])O.[Na+]. (3) Given the product [Br:17][C:15]1[N:16]=[C:11]([NH:9][C:7]2[CH:6]=[N:5][N:4]([CH:1]3[CH2:3][CH2:2]3)[CH:8]=2)[C:12](=[O:19])[N:13]([CH3:18])[CH:14]=1, predict the reactants needed to synthesize it. The reactants are: [CH:1]1([N:4]2[CH:8]=[C:7]([NH2:9])[CH:6]=[N:5]2)[CH2:3][CH2:2]1.Br[C:11]1[C:12](=[O:19])[N:13]([CH3:18])[CH:14]=[C:15]([Br:17])[N:16]=1.C(=O)([O-])[O-].[Cs+].[Cs+].CC1(C)C2C(=C(P(C3C=CC=CC=3)C3C=CC=CC=3)C=CC=2)OC2C(P(C3C=CC=CC=3)C3C=CC=CC=3)=CC=CC1=2. (4) Given the product [Br:35][C:31]1[N:30]=[C:29]([NH:28][C:13]([CH:12]2[CH:11]3[CH2:10][CH:9]([CH2:16]3)[N:8]2[C:6]([O:5][C:1]([CH3:2])([CH3:3])[CH3:4])=[O:7])=[O:15])[CH:34]=[CH:33][CH:32]=1, predict the reactants needed to synthesize it. The reactants are: [C:1]([O:5][C:6]([N:8]1[CH:12]([C:13]([OH:15])=O)[CH:11]2[CH2:16][CH:9]1[CH2:10]2)=[O:7])([CH3:4])([CH3:3])[CH3:2].CN1C=CN=C1.CS(Cl)(=O)=O.[NH2:28][C:29]1[CH:34]=[CH:33][CH:32]=[C:31]([Br:35])[N:30]=1. (5) Given the product [NH2:25][C:2]1[C:3]2[N:4]([C:8]([CH:12]3[CH2:15][CH:14]([N:16]4[CH2:21][CH2:20][N:19]([C:22](=[O:24])[CH3:23])[CH2:18][CH2:17]4)[CH2:13]3)=[N:9][C:10]=2[I:11])[CH:5]=[CH:6][N:7]=1, predict the reactants needed to synthesize it. The reactants are: Cl[C:2]1[C:3]2[N:4]([C:8]([CH:12]3[CH2:15][CH:14]([N:16]4[CH2:21][CH2:20][N:19]([C:22](=[O:24])[CH3:23])[CH2:18][CH2:17]4)[CH2:13]3)=[N:9][C:10]=2[I:11])[CH:5]=[CH:6][N:7]=1.[NH3:25]. (6) Given the product [CH2:43]([O:42][C:40](=[O:41])[C:39]1[CH:38]=[C:37]([C:9]2[S:10][C:5]3[CH:4]=[C:3]([Si:2]([CH3:12])([CH3:11])[CH3:1])[S:7][C:6]=3[CH:8]=2)[C:36]([C:35]([O:34][CH2:32][CH3:33])=[O:49])=[CH:46][C:45]=1[Br:47])[CH3:44], predict the reactants needed to synthesize it. The reactants are: [CH3:1][Si:2]([CH3:12])([CH3:11])[C:3]1[S:7][C:6]2[CH:8]=[CH:9][S:10][C:5]=2[CH:4]=1.C([Li])CCC.C([Sn](Cl)(CCCC)CCCC)CCC.[CH2:32]([O:34][C:35](=[O:49])[C:36]1[CH:46]=[C:45]([Br:47])[C:39]([C:40]([O:42][CH2:43][CH3:44])=[O:41])=[CH:38][C:37]=1Br)[CH3:33]. (7) Given the product [CH3:1][CH2:2][CH2:3][CH2:4][C:5]1[N:9]([CH2:10][C:11]2[CH:16]=[CH:15][C:14]([C:17]3[CH:18]=[CH:19][CH:20]=[CH:21][C:22]=3[C:23]3[N:27]=[N:26][N-:25][N:24]=3)=[CH:13][CH:12]=2)[C:8]([CH2:28][OH:29])=[C:7]([Cl:30])[N:6]=1.[K+:32], predict the reactants needed to synthesize it. The reactants are: [CH3:1][CH2:2][CH2:3][CH2:4][C:5]1[N:9]([CH2:10][C:11]2[CH:12]=[CH:13][C:14]([C:17]3[CH:18]=[CH:19][CH:20]=[CH:21][C:22]=3[C:23]3[N:27]=[N:26][NH:25][N:24]=3)=[CH:15][CH:16]=2)[C:8]([CH2:28][OH:29])=[C:7]([Cl:30])[N:6]=1.[OH-].[K+:32]. (8) Given the product [CH2:6]1[C:5]2[CH:8]=[CH:10][N:14]=[CH:4][C:2]=2[CH2:3][NH:7]1, predict the reactants needed to synthesize it. The reactants are: Cl.[CH:2]([C:5](C(C)C)([CH:8]([CH3:10])C)[CH2:6][NH2:7])([CH3:4])[CH3:3].[N:14](C1C=CC(B2OC(C)(C)C(C)(C)O2)=CC=1)=C=O. (9) Given the product [C:14]([O:18][C:19]([N:21]1[CH:25]=[CH:24][N:23]=[CH:22]1)=[O:20])([CH3:17])([CH3:15])[CH3:16], predict the reactants needed to synthesize it. The reactants are: COC(=O)CC1C=CC(Cl)=C(Cl)C=1.[C:14]([O:18][C:19]([N:21]1[CH:25]=[C:24](CBr)[N:23]=[CH:22]1)=[O:20])([CH3:17])([CH3:16])[CH3:15]. (10) The reactants are: [F:1][C:2]1[CH:12]=[CH:11][C:5]2[N:6]=[C:7]([NH:9][NH2:10])[S:8][C:4]=2[CH:3]=1.O=[C:14]1[CH2:23][CH2:22][C:21]2[C:16](=[CH:17][CH:18]=[CH:19][CH:20]=2)[CH:15]1[C:24](OCC)=[O:25]. Given the product [F:1][C:2]1[CH:12]=[CH:11][C:5]2[N:6]=[C:7]([N:9]3[C:24]([OH:25])=[C:15]4[C:14]([CH2:23][CH2:22][C:21]5[CH:20]=[CH:19][CH:18]=[CH:17][C:16]=54)=[N:10]3)[S:8][C:4]=2[CH:3]=1, predict the reactants needed to synthesize it.